From a dataset of Forward reaction prediction with 1.9M reactions from USPTO patents (1976-2016). Predict the product of the given reaction. (1) Given the reactants [OH:1][CH2:2][CH:3]1[CH2:12][N:7]2[CH2:8][CH2:9][NH:10][CH2:11][CH:6]2[CH2:5][CH2:4]1.F[C:14]1[CH:21]=[CH:20][C:19]([F:22])=[CH:18][C:15]=1[C:16]#[N:17].Cl, predict the reaction product. The product is: [OH:1][CH2:2][CH:3]1[CH2:12][N:7]2[CH2:8][CH2:9][N:10]([C:14]3[CH:21]=[CH:20][C:19]([F:22])=[CH:18][C:15]=3[C:16]#[N:17])[CH2:11][CH:6]2[CH2:5][CH2:4]1. (2) Given the reactants C(S([C:11]1[N:16]=[C:15]([C:17]2[CH:22]=[CH:21][C:20]([Cl:23])=[CH:19][C:18]=2[Cl:24])[C:14]([C:25]([O:27][CH3:28])=[O:26])=[C:13]([CH3:29])[N:12]=1)(=O)=O)C1C=CC=CC=1.[NH:30]1[CH2:35][CH2:34][S:33][CH2:32][CH2:31]1, predict the reaction product. The product is: [Cl:24][C:18]1[CH:19]=[C:20]([Cl:23])[CH:21]=[CH:22][C:17]=1[C:15]1[C:14]([C:25]([O:27][CH3:28])=[O:26])=[C:13]([CH3:29])[N:12]=[C:11]([N:30]2[CH2:35][CH2:34][S:33][CH2:32][CH2:31]2)[N:16]=1. (3) Given the reactants F[C:2]1[CH:7]=[CH:6][C:5]([NH:8][C:9]([C:11]2[O:12][CH:13]=[CH:14][CH:15]=2)=[O:10])=[CH:4][C:3]=1[N+:16]([O-:18])=[O:17].C([O-])([O-])=O.[K+].[K+].[SH:25][C:26]1[CH:31]=[CH:30][C:29]([OH:32])=[CH:28][CH:27]=1, predict the reaction product. The product is: [OH:32][C:29]1[CH:30]=[CH:31][C:26]([S:25][C:2]2[CH:7]=[CH:6][C:5]([NH:8][C:9]([C:11]3[O:12][CH:13]=[CH:14][CH:15]=3)=[O:10])=[CH:4][C:3]=2[N+:16]([O-:18])=[O:17])=[CH:27][CH:28]=1. (4) Given the reactants [Br:1][C:2]1[CH:3]=[C:4]([CH:19]=[C:20]([Br:24])[C:21]=1[O:22]C)[C:5]([N:7]1[CH2:12][CH2:11][O:10][C:9]2[N:13]=[CH:14][C:15]([C:17]#[N:18])=[CH:16][C:8]1=2)=[O:6].[Br-].[Li+].N1CCNCC1, predict the reaction product. The product is: [Br:24][C:20]1[CH:19]=[C:4]([CH:3]=[C:2]([Br:1])[C:21]=1[OH:22])[C:5]([N:7]1[CH2:12][CH2:11][O:10][C:9]2[N:13]=[CH:14][C:15]([C:17]#[N:18])=[CH:16][C:8]1=2)=[O:6].